From a dataset of Catalyst prediction with 721,799 reactions and 888 catalyst types from USPTO. Predict which catalyst facilitates the given reaction. (1) Reactant: [H-].[Na+].[F:3][C:4]1[CH:9]=[C:8]([F:10])[CH:7]=[C:6]([F:11])[C:5]=1[CH2:12][CH2:13][C:14]([O:16][CH2:17][CH3:18])=[O:15].[CH:19](OCC)=[O:20].C(O)(=O)C. Product: [CH:19]([CH:13]([CH2:12][C:5]1[C:4]([F:3])=[CH:9][C:8]([F:10])=[CH:7][C:6]=1[F:11])[C:14]([O:16][CH2:17][CH3:18])=[O:15])=[O:20]. The catalyst class is: 57. (2) Reactant: I[C:2]1[CH:12]=[CH:11][C:5]([C:6]([N:8]([CH3:10])[CH3:9])=[O:7])=[CH:4][CH:3]=1.[F:13][C:14]([F:25])([F:24])[C:15]1[C:23]2[CH2:22][CH2:21][CH2:20][CH2:19][C:18]=2[NH:17][N:16]=1.N[C@@H]1CCCC[C@H]1N.C(=O)([O-])[O-].[K+].[K+]. Product: [CH3:9][N:8]([CH3:10])[C:6](=[O:7])[C:5]1[CH:11]=[CH:12][C:2]([N:17]2[C:18]3[CH2:19][CH2:20][CH2:21][CH2:22][C:23]=3[C:15]([C:14]([F:13])([F:25])[F:24])=[N:16]2)=[CH:3][CH:4]=1. The catalyst class is: 185. (3) Reactant: [F:1][C:2]([F:21])([F:20])[C:3]([O:5]C1C([O:5][C:3](=[O:4])[C:2]([F:21])([F:20])[F:1])=C(I)C=CC=1)=[O:4].[C:22]([N:30]1[CH2:35][CH2:34][C:33](=[N:36][OH:37])[CH2:32][CH2:31]1)(=[O:29])[C:23]1[CH:28]=[CH:27][CH:26]=[CH:25][CH:24]=1. Product: [F:1][C:2]([F:21])([F:20])[C:3]([O:5][C:33]1([N:36]=[O:37])[CH2:34][CH2:35][N:30]([C:22](=[O:29])[C:23]2[CH:24]=[CH:25][CH:26]=[CH:27][CH:28]=2)[CH2:31][CH2:32]1)=[O:4]. The catalyst class is: 2. (4) Reactant: [Cl:1][C:2]1[CH:24]=[CH:23][CH:22]=[C:21]([O:25][CH3:26])[C:3]=1[CH2:4][N:5]1[C:13]2[C:8](=[CH:9][CH:10]=[C:11]([C:14]([F:19])([F:18])[C:15]([OH:17])=[O:16])[CH:12]=2)[C:7]([CH3:20])=[N:6]1.[OH-].[K+:28]. Product: [Cl:1][C:2]1[CH:24]=[CH:23][CH:22]=[C:21]([O:25][CH3:26])[C:3]=1[CH2:4][N:5]1[C:13]2[C:8](=[CH:9][CH:10]=[C:11]([C:14]([F:18])([F:19])[C:15]([O-:17])=[O:16])[CH:12]=2)[C:7]([CH3:20])=[N:6]1.[K+:28]. The catalyst class is: 8. (5) Reactant: [C:1]([C:5]1[CH:10]=[CH:9][C:8]([C:11]2[NH:15][N:14]=[C:13]([SH:16])[N:12]=2)=[CH:7][CH:6]=1)([CH3:4])([CH3:3])[CH3:2].[OH-].[Na+].I[CH3:20]. Product: [C:1]([C:5]1[CH:6]=[CH:7][C:8]([C:11]2[NH:12][C:13]([S:16][CH3:20])=[N:14][N:15]=2)=[CH:9][CH:10]=1)([CH3:4])([CH3:2])[CH3:3]. The catalyst class is: 1. (6) Reactant: C(O)(C(F)(F)F)=O.[Cl:8][C:9]1[CH:17]=[CH:16][C:15]2[N:14]([CH2:18][C:19]([O:21][CH2:22][CH3:23])=[O:20])[C:13]3[CH2:24][CH2:25][N:26](C(OC(C)(C)C)=O)[CH2:27][CH2:28][C:12]=3[C:11]=2[C:10]=1[Cl:36].[OH-].[Na+]. Product: [Cl:8][C:9]1[CH:17]=[CH:16][C:15]2[N:14]([CH2:18][C:19]([O:21][CH2:22][CH3:23])=[O:20])[C:13]3[CH2:24][CH2:25][NH:26][CH2:27][CH2:28][C:12]=3[C:11]=2[C:10]=1[Cl:36]. The catalyst class is: 2. (7) Reactant: [NH2:1][C:2]1[C:11]([CH3:12])=[CH:10][CH:9]=[C:8]2[C:3]=1[CH:4]=[CH:5][N:6]=[C:7]2[NH:13][C:14]1[CH:21]=[CH:20][C:17]([C:18]#[N:19])=[CH:16][CH:15]=1.F[C:23]1[C:28]([C:29]2[C:30]3[NH:37][CH:36]=[CH:35][C:31]=3[N:32]=[CH:33][N:34]=2)=[CH:27][CH:26]=[CH:25][N:24]=1.C[Si]([N-][Si](C)(C)C)(C)C.[Li+].Cl.C([O-])(O)=O.[Na+]. Product: [N:32]1[C:31]2[CH:35]=[CH:36][NH:37][C:30]=2[C:29]([C:28]2[C:23]([NH:1][C:2]3[C:11]([CH3:12])=[CH:10][CH:9]=[C:8]4[C:3]=3[CH:4]=[CH:5][N:6]=[C:7]4[NH:13][C:14]3[CH:21]=[CH:20][C:17]([C:18]#[N:19])=[CH:16][CH:15]=3)=[N:24][CH:25]=[CH:26][CH:27]=2)=[N:34][CH:33]=1. The catalyst class is: 1.